Dataset: Forward reaction prediction with 1.9M reactions from USPTO patents (1976-2016). Task: Predict the product of the given reaction. (1) Given the reactants [CH3:1][N:2]1[CH2:21][CH2:20][C:5]2[N:6]([CH2:14][C:15](OCC)=[O:16])[C:7]3[CH:8]=[CH:9][C:10]([CH3:13])=[CH:11][C:12]=3[C:4]=2[CH2:3]1.[CH:22]([NH2:25])([CH3:24])[CH3:23], predict the reaction product. The product is: [CH3:1][N:2]1[CH2:21][CH2:20][C:5]2[N:6]([CH2:14][C:15]([NH:25][CH:22]([CH3:24])[CH3:23])=[O:16])[C:7]3[CH:8]=[CH:9][C:10]([CH3:13])=[CH:11][C:12]=3[C:4]=2[CH2:3]1. (2) Given the reactants [F:1][C:2]([F:34])([F:33])[C:3]1[CH:28]=[C:27]([C:29]([F:32])([F:31])[F:30])[CH:26]=[CH:25][C:4]=1[CH2:5][O:6][C:7]1[CH:12]=[CH:11][C:10](/[CH:13]=[C:14]2\[NH:15][C:16](=[O:22])[N:17]([CH2:20][CH3:21])[C:18]\2=[NH:19])=[CH:9][C:8]=1[O:23][CH3:24].[CH2:35](Br)[C:36]1[CH:41]=[CH:40][CH:39]=[CH:38][CH:37]=1.CC(C)([O-])C.[K+].[Cl-].[NH4+], predict the reaction product. The product is: [CH2:35]([N:15]1[C:16](=[O:22])[N:17]([CH2:20][CH3:21])[C:18](=[NH:19])/[C:14]/1=[CH:13]/[C:10]1[CH:11]=[CH:12][C:7]([O:6][CH2:5][C:4]2[CH:25]=[CH:26][C:27]([C:29]([F:31])([F:30])[F:32])=[CH:28][C:3]=2[C:2]([F:1])([F:33])[F:34])=[C:8]([O:23][CH3:24])[CH:9]=1)[C:36]1[CH:41]=[CH:40][CH:39]=[CH:38][CH:37]=1.